This data is from Catalyst prediction with 721,799 reactions and 888 catalyst types from USPTO. The task is: Predict which catalyst facilitates the given reaction. Reactant: C(OC([N:8]1[CH2:13][CH2:12][N:11]([C:14]([C:16]2[C:24]3[C:19](=[CH:20][C:21]([O:25][CH2:26][CH2:27][O:28]CC4C=CC=CC=4)=[CH:22][CH:23]=3)[N:18]([C:36]3[CH:41]=[CH:40][CH:39]=[CH:38][CH:37]=3)[C:17]=2[CH2:42][C:43]2[CH:48]=[CH:47][CH:46]=[C:45]([F:49])[C:44]=2[CH3:50])=[O:15])[CH2:10][CH2:9]1)=O)(C)(C)C. Product: [F:49][C:45]1[C:44]([CH3:50])=[C:43]([CH:48]=[CH:47][CH:46]=1)[CH2:42][C:17]1[N:18]([C:36]2[CH:41]=[CH:40][CH:39]=[CH:38][CH:37]=2)[C:19]2[C:24]([C:16]=1[C:14]([N:11]1[CH2:12][CH2:13][NH:8][CH2:9][CH2:10]1)=[O:15])=[CH:23][CH:22]=[C:21]([O:25][CH2:26][CH2:27][OH:28])[CH:20]=2. The catalyst class is: 29.